Dataset: CYP1A2 inhibition data for predicting drug metabolism from PubChem BioAssay. Task: Regression/Classification. Given a drug SMILES string, predict its absorption, distribution, metabolism, or excretion properties. Task type varies by dataset: regression for continuous measurements (e.g., permeability, clearance, half-life) or binary classification for categorical outcomes (e.g., BBB penetration, CYP inhibition). Dataset: cyp1a2_veith. (1) The compound is O=C(Nc1ccc2c(c1)OCCO2)c1cccc2nc3ccccc3nc12. The result is 1 (inhibitor). (2) The result is 0 (non-inhibitor). The molecule is Cc1ccc(C)c(NC(=O)C2C3CCCC2C3c2ccccc2)c1. (3) The compound is COC(=O)c1ccc(C2C(Oc3ccccc3)C(=O)N2CCc2ccc(OC)c(OC)c2)cc1. The result is 0 (non-inhibitor).